This data is from Reaction yield outcomes from USPTO patents with 853,638 reactions. The task is: Predict the reaction yield, written as a fraction of the theoretical maximum amount of product (1.0 means a 100% yield; for example, 0.34 means a 34% yield). The reactants are Br[C:2]1[CH:14]=[CH:13][C:5]([C:6]([O:8][C:9]([CH3:12])([CH3:11])[CH3:10])=[O:7])=[CH:4][C:3]=1[CH3:15].[C:16]([C:18]1[CH:23]=[CH:22][C:21](B(O)O)=[CH:20][CH:19]=1)#[N:17].BrCC1C=C(OC)C=CC=1C1C=CC(Cl)=CC=1. No catalyst specified. The product is [C:16]([C:18]1[CH:23]=[CH:22][C:21]([C:2]2[CH:14]=[CH:13][C:5]([C:6]([O:8][C:9]([CH3:12])([CH3:11])[CH3:10])=[O:7])=[CH:4][C:3]=2[CH3:15])=[CH:20][CH:19]=1)#[N:17]. The yield is 0.840.